This data is from Experimentally validated miRNA-target interactions with 360,000+ pairs, plus equal number of negative samples. The task is: Binary Classification. Given a miRNA mature sequence and a target amino acid sequence, predict their likelihood of interaction. (1) The miRNA is hsa-miR-3616-5p with sequence AUGAAGUGCACUCAUGAUAUGU. The protein sequence of the target gene is MGCCGCSGGCGSGCGGCGSGCGGCGSGCGGCGSGCGGCGSGCGGCGSSCCVPICCCKPVCCCVPACSCSSCGSCGGSKGGYGSCGGSKGGCVSCGGSKGGCGSCGGSKGGCGSCGGSKGGCGSCGGSKGGCVSCGGSKGGCGSCGGSKGGCVSCGGSKGGCGSCGGSKGGCGSCGGSKGGCGSCGGSKGGCGSCGCSQCSCCKPCCCSSGCGSSCCQSSCCKPCCSSSGCGSSCCQSSCCKPYCCQSSCCKPCCSSSGCGSSCCQSSCCNPCCSQSSCCVPVCCQCKI. Result: 0 (no interaction). (2) The miRNA is hsa-miR-6080 with sequence UCUAGUGCGGGCGUUCCCG. The protein sequence of the target gene is MASAELDYTIEIPDQPCWSQKNSPSPGGKEAETRQPVVILLGWGGCKDKNLAKYSAIYHKRGCIVIRYTAPWHMVFFSESLGIPSLRVLAQKLLELLFDYEIEKEPLLFHVFSNGGVMLYRYVLELLQTRRFCRLRVVGTIFDSAPGDSNLVGALRALAAILERRAAMLRLLLLVAFALVVVLFHVLLAPITALFHTHFYDRLQDAGSRWPELYLYSRADEVVLARDIERMVEARLARRVLARSVDFVSSAHVSHLRDYPTYYTSLCVDFMRNCVRC. Result: 0 (no interaction).